From a dataset of NCI-60 drug combinations with 297,098 pairs across 59 cell lines. Regression. Given two drug SMILES strings and cell line genomic features, predict the synergy score measuring deviation from expected non-interaction effect. (1) Drug 1: CCCS(=O)(=O)NC1=C(C(=C(C=C1)F)C(=O)C2=CNC3=C2C=C(C=N3)C4=CC=C(C=C4)Cl)F. Drug 2: CC(CN1CC(=O)NC(=O)C1)N2CC(=O)NC(=O)C2. Cell line: HCT-15. Synergy scores: CSS=20.5, Synergy_ZIP=3.88, Synergy_Bliss=5.89, Synergy_Loewe=2.16, Synergy_HSA=3.94. (2) Drug 1: C1=C(C(=O)NC(=O)N1)F. Drug 2: CCC1(CC2CC(C3=C(CCN(C2)C1)C4=CC=CC=C4N3)(C5=C(C=C6C(=C5)C78CCN9C7C(C=CC9)(C(C(C8N6C=O)(C(=O)OC)O)OC(=O)C)CC)OC)C(=O)OC)O.OS(=O)(=O)O. Cell line: COLO 205. Synergy scores: CSS=57.3, Synergy_ZIP=0.555, Synergy_Bliss=0.847, Synergy_Loewe=0.0129, Synergy_HSA=2.67. (3) Drug 1: COC1=NC(=NC2=C1N=CN2C3C(C(C(O3)CO)O)O)N. Drug 2: CS(=O)(=O)CCNCC1=CC=C(O1)C2=CC3=C(C=C2)N=CN=C3NC4=CC(=C(C=C4)OCC5=CC(=CC=C5)F)Cl. Cell line: SNB-75. Synergy scores: CSS=6.39, Synergy_ZIP=-2.50, Synergy_Bliss=-3.77, Synergy_Loewe=-3.29, Synergy_HSA=-2.12. (4) Drug 1: CC12CCC(CC1=CCC3C2CCC4(C3CC=C4C5=CN=CC=C5)C)O. Drug 2: CC(CN1CC(=O)NC(=O)C1)N2CC(=O)NC(=O)C2. Cell line: NCI-H522. Synergy scores: CSS=18.4, Synergy_ZIP=-1.52, Synergy_Bliss=1.10, Synergy_Loewe=1.22, Synergy_HSA=1.24.